From a dataset of Catalyst prediction with 721,799 reactions and 888 catalyst types from USPTO. Predict which catalyst facilitates the given reaction. Reactant: [N:1]1([C:5]([C:7]2[N:12]=[CH:11][C:10]([O:13][C:14]3[CH:15]=[C:16]([CH:21]=[C:22]([O:24][C@H:25]4[CH2:29][CH2:28][N:27]([CH3:30])[C:26]4=[O:31])[CH:23]=3)[C:17]([O:19]C)=[O:18])=[CH:9][CH:8]=2)=[O:6])[CH2:4][CH2:3][CH2:2]1.CO.[OH-].[Li+].O. Product: [N:1]1([C:5]([C:7]2[N:12]=[CH:11][C:10]([O:13][C:14]3[CH:15]=[C:16]([CH:21]=[C:22]([O:24][C@H:25]4[CH2:29][CH2:28][N:27]([CH3:30])[C:26]4=[O:31])[CH:23]=3)[C:17]([OH:19])=[O:18])=[CH:9][CH:8]=2)=[O:6])[CH2:4][CH2:3][CH2:2]1. The catalyst class is: 1.